This data is from Full USPTO retrosynthesis dataset with 1.9M reactions from patents (1976-2016). The task is: Predict the reactants needed to synthesize the given product. (1) Given the product [CH3:27][O:26][C:15]1[CH:14]=[C:13]([O:12][C:6]2[C:5]3[C:10](=[CH:11][C:2]([O:1][CH2:37][CH2:38][CH2:39][N:41]4[CH2:46][CH2:45][O:44][CH2:43][CH2:42]4)=[C:3]([O:28][CH3:29])[CH:4]=3)[N:9]=[CH:8][CH:7]=2)[CH:18]=[CH:17][C:16]=1[NH:19][C:20]([NH:22][CH2:23][CH2:24][CH3:25])=[O:21], predict the reactants needed to synthesize it. The reactants are: [OH:1][C:2]1[CH:11]=[C:10]2[C:5]([C:6]([O:12][C:13]3[CH:18]=[CH:17][C:16]([NH:19][C:20]([NH:22][CH2:23][CH2:24][CH3:25])=[O:21])=[C:15]([O:26][CH3:27])[CH:14]=3)=[CH:7][CH:8]=[N:9]2)=[CH:4][C:3]=1[O:28][CH3:29].C(=O)([O-])[O-].[K+].[K+].Br[CH2:37][CH2:38][CH2:39]Br.[NH:41]1[CH2:46][CH2:45][O:44][CH2:43][CH2:42]1. (2) Given the product [S:8]([N:1]=[N+:2]=[N-:3])([C:11]([F:14])([F:13])[F:12])(=[O:10])=[O:9], predict the reactants needed to synthesize it. The reactants are: [N-:1]=[N+:2]=[N-:3].[Na+].ClCCl.[S:8](O[S:8]([C:11]([F:14])([F:13])[F:12])(=[O:10])=[O:9])([C:11]([F:14])([F:13])[F:12])(=[O:10])=[O:9]. (3) Given the product [NH2:22][C:5]1[CH:4]=[N:3][N:2]([CH3:1])[C:6]=1[N:7]1[CH2:13][CH2:12][CH2:11][CH:10]([NH:14][C:15](=[O:21])[O:16][C:17]([CH3:18])([CH3:19])[CH3:20])[CH2:9][CH2:8]1, predict the reactants needed to synthesize it. The reactants are: [CH3:1][N:2]1[C:6]([N:7]2[CH2:13][CH2:12][CH2:11][CH:10]([NH:14][C:15](=[O:21])[O:16][C:17]([CH3:20])([CH3:19])[CH3:18])[CH2:9][CH2:8]2)=[C:5]([N+:22]([O-])=O)[CH:4]=[N:3]1.[NH4+].[Cl-].CCO.